Task: Predict hERG channel inhibition at various concentrations.. Dataset: hERG Central: cardiac toxicity at 1µM, 10µM, and general inhibition (1) Results: hERG_inhib (hERG inhibition (general)): blocker. The compound is COC(=O)c1cc(S(=O)(=O)NCC2CCN(Cc3ccc(C)cc3)CC2)c[nH]1. (2) The compound is COc1ccccc1N1CCN(Cc2nc(-c3ccc(F)cc3)oc2C)CC1. Results: hERG_inhib (hERG inhibition (general)): blocker. (3) The compound is Cn1c(CCN2CCCCC2)nc2cc(NC(=O)COc3ccc([N+](=O)[O-])cc3)ccc21. Results: hERG_inhib (hERG inhibition (general)): blocker. (4) The compound is COc1cccc(CN2CCN(Cc3cccc4nonc34)CC2CCO)c1. Results: hERG_inhib (hERG inhibition (general)): blocker. (5) The drug is CCCN(CCC)CCCNC(=O)c1cn(CC)c2ccc(S(=O)(=O)N(C)C3CCCCC3)cc2c1=O. Results: hERG_inhib (hERG inhibition (general)): blocker. (6) The drug is O=C(Nc1ccc2c(c1)OCCO2)C1CCN(C(=O)c2ccc([N+](=O)[O-])cc2)CC1. Results: hERG_inhib (hERG inhibition (general)): blocker.